From a dataset of Full USPTO retrosynthesis dataset with 1.9M reactions from patents (1976-2016). Predict the reactants needed to synthesize the given product. Given the product [C:1]1([CH2:11][CH2:12][C:13]([NH:40][C:41]2[CH:49]=[CH:48][CH:47]=[CH:46][C:42]=2[C:43]([OH:45])=[O:44])=[O:15])[C:10]2[C:5](=[CH:6][CH:7]=[CH:8][CH:9]=2)[CH:4]=[CH:3][CH:2]=1, predict the reactants needed to synthesize it. The reactants are: [C:1]1([CH2:11][CH2:12][C:13]([OH:15])=O)[C:10]2[C:5](=[CH:6][CH:7]=[CH:8][CH:9]=2)[CH:4]=[CH:3][CH:2]=1.CN(C(ON1N=NC2C=CC=CC1=2)=[N+](C)C)C.F[P-](F)(F)(F)(F)F.[NH2:40][C:41]1[CH:49]=[CH:48][CH:47]=[CH:46][C:42]=1[C:43]([OH:45])=[O:44].C(N(CC)CC)C.